Dataset: Forward reaction prediction with 1.9M reactions from USPTO patents (1976-2016). Task: Predict the product of the given reaction. (1) Given the reactants [I:1][C:2]1[C:3]([OH:11])=[N:4][CH:5]=[C:6]([N+:8]([O-:10])=[O:9])[CH:7]=1.[H-].[Na+].[CH3:14]I.O, predict the reaction product. The product is: [I:1][C:2]1[C:3](=[O:11])[N:4]([CH3:14])[CH:5]=[C:6]([N+:8]([O-:10])=[O:9])[CH:7]=1. (2) The product is: [O:8]1[C:12]2[CH:13]=[CH:14][CH:15]=[CH:16][C:11]=2[CH:10]([NH:17][C:18]2[CH:27]=[CH:26][C:25]3[C:20](=[CH:21][CH:22]=[C:23]([NH:28][S:3]([N:2]([CH3:7])[CH3:1])(=[O:5])=[O:4])[CH:24]=3)[N:19]=2)[CH2:9]1. Given the reactants [CH3:1][N:2]([CH3:7])[S:3](Cl)(=[O:5])=[O:4].[O:8]1[C:12]2[CH:13]=[CH:14][CH:15]=[CH:16][C:11]=2[CH:10]([NH:17][C:18]2[CH:27]=[CH:26][C:25]3[C:20](=[CH:21][CH:22]=[C:23]([NH2:28])[CH:24]=3)[N:19]=2)[CH2:9]1, predict the reaction product. (3) The product is: [CH2:24]([S:31]([NH:34][C:35]([CH:37]1[CH2:42][CH2:41][N:40]([C:20]2[C:19]([F:23])=[CH:18][C:12]([C:13]([O:15][CH2:16][CH3:17])=[O:14])=[C:11]([Cl:10])[N:21]=2)[CH2:39][CH2:38]1)=[O:36])(=[O:32])=[O:33])[C:25]1[CH:26]=[CH:27][CH:28]=[CH:29][CH:30]=1. Given the reactants CCN(C(C)C)C(C)C.[Cl:10][C:11]1[N:21]=[C:20](Cl)[C:19]([F:23])=[CH:18][C:12]=1[C:13]([O:15][CH2:16][CH3:17])=[O:14].[CH2:24]([S:31]([NH:34][C:35]([CH:37]1[CH2:42][CH2:41][NH:40][CH2:39][CH2:38]1)=[O:36])(=[O:33])=[O:32])[C:25]1[CH:30]=[CH:29][CH:28]=[CH:27][CH:26]=1.N#N, predict the reaction product. (4) Given the reactants [Cl:1][C:2]1[N:7]=[C:6]([NH2:8])[C:5]([O:9][CH2:10][CH3:11])=[N:4][CH:3]=1.[H-].[Na+].Br[CH2:15][CH2:16][O:17][CH2:18][CH2:19]Br.O, predict the reaction product. The product is: [Cl:1][C:2]1[N:7]=[C:6]([N:8]2[CH2:19][CH2:18][O:17][CH2:16][CH2:15]2)[C:5]([O:9][CH2:10][CH3:11])=[N:4][CH:3]=1. (5) Given the reactants [Br:1][C:2]1[CH:7]=[CH:6][C:5]([N:8]2[C:12](=[O:13])[NH:11][N:10]=[CH:9]2)=[C:4]([F:14])[CH:3]=1.[OH-].[K+].[CH2:17](Br)[C:18]([CH3:21])([CH3:20])[CH3:19], predict the reaction product. The product is: [Br:1][C:2]1[CH:7]=[CH:6][C:5]([N:8]2[C:12](=[O:13])[N:11]([CH2:17][C:18]([CH3:21])([CH3:20])[CH3:19])[N:10]=[CH:9]2)=[C:4]([F:14])[CH:3]=1. (6) The product is: [C:12]([NH:11][C:8]1[CH:9]=[CH:10][C:5]([CH2:4][NH:3][O:2][CH3:1])=[CH:6][CH:7]=1)(=[O:14])[CH3:13]. Given the reactants [CH3:1][O:2][N:3]=[CH:4][C:5]1[CH:10]=[CH:9][C:8]([NH:11][C:12](=[O:14])[CH3:13])=[CH:7][CH:6]=1.C([BH3-])#N.[Na+], predict the reaction product.